Dataset: Reaction yield outcomes from USPTO patents with 853,638 reactions. Task: Predict the reaction yield, written as a fraction of the theoretical maximum amount of product (1.0 means a 100% yield; for example, 0.34 means a 34% yield). (1) The reactants are [NH2:1][C:2]1[C:7]([NH2:8])=[CH:6][C:5]([N+:9]([O-:11])=[O:10])=[CH:4][N:3]=1.[N+:12]([C:15]1[CH:23]=[CH:22][C:18]([C:19](Cl)=[O:20])=[CH:17][CH:16]=1)([O-:14])=[O:13].O. The catalyst is N1C=CC=CC=1. The product is [NH2:1][C:2]1[C:7]([NH:8][C:19](=[O:20])[C:18]2[CH:17]=[CH:16][C:15]([N+:12]([O-:14])=[O:13])=[CH:23][CH:22]=2)=[CH:6][C:5]([N+:9]([O-:11])=[O:10])=[CH:4][N:3]=1. The yield is 0.810. (2) The reactants are [CH2:1]([N:4]([CH2:15][CH:16]=[CH2:17])[CH2:5][C:6]([C:8]1[CH:13]=[CH:12][C:11]([F:14])=[CH:10][CH:9]=1)=O)[CH:2]=[CH2:3].C([O-])(=O)C.[Na+].Cl.[NH2:24][OH:25]. The catalyst is C(O)C. The product is [CH2:1]([N:4]([CH2:15][CH:16]=[CH2:17])[CH2:5][C:6]([C:8]1[CH:13]=[CH:12][C:11]([F:14])=[CH:10][CH:9]=1)=[N:24][OH:25])[CH:2]=[CH2:3]. The yield is 0.545.